From a dataset of Catalyst prediction with 721,799 reactions and 888 catalyst types from USPTO. Predict which catalyst facilitates the given reaction. (1) Reactant: [CH3:1][C:2]1[CH:22]=[CH:21][CH:20]=[C:19]([CH3:23])[C:3]=1[CH2:4][NH:5][C:6]1[CH:11]=[C:10]([C:12](O)=[O:13])[N:9]=[C:8]2[CH:15]=[C:16]([CH3:18])[NH:17][C:7]=12.[CH3:24][N:25](C(ON1N=NC2C=CC=CC1=2)=[N+](C)C)C.[B-](F)(F)(F)F.CN.C(O)C. Product: [CH3:24][NH:25][C:12]([C:10]1[N:9]=[C:8]2[CH:15]=[C:16]([CH3:18])[NH:17][C:7]2=[C:6]([NH:5][CH2:4][C:3]2[C:19]([CH3:23])=[CH:20][CH:21]=[CH:22][C:2]=2[CH3:1])[CH:11]=1)=[O:13]. The catalyst class is: 3. (2) Reactant: [Si]([O:8][CH2:9][C@H:10]1[CH2:14][C@@H:13]([NH:15][C:16]([NH:18][C:19]2[CH:24]=[C:23]([O:25][CH3:26])[C:22]([O:27][CH3:28])=[C:21]([O:29][CH3:30])[CH:20]=2)=[O:17])[C@H:12]([N:31]2[CH2:36][CH2:35][CH:34]([CH2:37][C:38]3[CH:43]=[CH:42][C:41]([Cl:44])=[CH:40][CH:39]=3)[CH2:33][CH2:32]2)[CH2:11]1)(C(C)(C)C)(C)C.C(Cl)Cl.CO. Product: [NH4+:15].[OH-:8].[Cl:44][C:41]1[CH:42]=[CH:43][C:38]([CH2:37][CH:34]2[CH2:35][CH2:36][N:31]([C@@H:12]3[CH2:11][C@@H:10]([CH2:9][OH:8])[CH2:14][C@H:13]3[NH:15][C:16]([NH:18][C:19]3[CH:24]=[C:23]([O:25][CH3:26])[C:22]([O:27][CH3:28])=[C:21]([O:29][CH3:30])[CH:20]=3)=[O:17])[CH2:32][CH2:33]2)=[CH:39][CH:40]=1. The catalyst class is: 422.